From a dataset of Full USPTO retrosynthesis dataset with 1.9M reactions from patents (1976-2016). Predict the reactants needed to synthesize the given product. (1) Given the product [N:1]1([CH2:6][C:7]2[CH:8]=[CH:9][C:10]([C:13]3[CH:18]=[C:17]([O:19][C:20]([F:23])([F:21])[F:22])[CH:16]=[CH:15][C:14]=3[S:24]([NH2:27])(=[O:26])=[O:25])=[N:11][CH:12]=2)[CH:5]=[CH:4][N:3]=[CH:2]1, predict the reactants needed to synthesize it. The reactants are: [N:1]1([CH2:6][C:7]2[CH:8]=[CH:9][C:10]([C:13]3[CH:18]=[C:17]([O:19][C:20]([F:23])([F:22])[F:21])[CH:16]=[CH:15][C:14]=3[S:24]([NH:27]C(C)(C)C)(=[O:26])=[O:25])=[N:11][CH:12]=2)[CH:5]=[CH:4][N:3]=[CH:2]1.C([O-])(O)=O.[Na+]. (2) Given the product [Cl:1][C:2]1[CH:9]=[C:8]([S:10][C:11]([F:13])([F:14])[F:12])[CH:7]=[CH:6][C:3]=1[N:4]([CH3:5])[C:21]([NH:20][C:18](=[O:19])[C:17]1[C:16]([F:15])=[CH:26][CH:25]=[CH:24][C:23]=1[F:27])=[O:22], predict the reactants needed to synthesize it. The reactants are: [Cl:1][C:2]1[CH:9]=[C:8]([S:10][C:11]([F:14])([F:13])[F:12])[CH:7]=[CH:6][C:3]=1[NH:4][CH3:5].[F:15][C:16]1[CH:26]=[CH:25][CH:24]=[C:23]([F:27])[C:17]=1[C:18]([N:20]=[C:21]=[O:22])=[O:19]. (3) Given the product [C:1]([C:3]1[CH:4]=[CH:5][C:6]([C:9]2[CH:10]=[N:11][N:12]([C:15]3[CH:23]=[CH:22][C:18]([C:19]([NH:41][CH:39]([CH3:40])[CH3:38])=[O:20])=[CH:17][N:16]=3)[C:13]=2[OH:14])=[CH:7][CH:8]=1)#[N:2], predict the reactants needed to synthesize it. The reactants are: [C:1]([C:3]1[CH:8]=[CH:7][C:6]([C:9]2[CH:10]=[N:11][N:12]([C:15]3[CH:23]=[CH:22][C:18]([C:19](O)=[O:20])=[CH:17][N:16]=3)[C:13]=2[OH:14])=[CH:5][CH:4]=1)#[N:2].CCN=C=NCCCN(C)C.C1[CH:40]=[C:39]2[N:41]=NN(O)[C:38]2=CC=1.O.CCN(C(C)C)C(C)C.CC(N)C.Cl. (4) Given the product [Br:34][CH2:28][C:11]1[N:12]([C:18]2[CH:23]=[CH:22][CH:21]=[C:20]([C:24]([F:27])([F:26])[F:25])[CH:19]=2)[C:13]2[N:14]([N:15]=[N:16][N:17]=2)[CH:9]([C:6]2[CH:5]=[CH:4][C:3]([C:1]#[N:2])=[CH:8][CH:7]=2)[C:10]=1[C:29]([O:31][CH2:32][CH3:33])=[O:30], predict the reactants needed to synthesize it. The reactants are: [C:1]([C:3]1[CH:8]=[CH:7][C:6]([CH:9]2[N:14]3[N:15]=[N:16][N:17]=[C:13]3[N:12]([C:18]3[CH:23]=[CH:22][CH:21]=[C:20]([C:24]([F:27])([F:26])[F:25])[CH:19]=3)[C:11]([CH3:28])=[C:10]2[C:29]([O:31][CH2:32][CH3:33])=[O:30])=[CH:5][CH:4]=1)#[N:2].[Br:34]Br.